From a dataset of Forward reaction prediction with 1.9M reactions from USPTO patents (1976-2016). Predict the product of the given reaction. (1) Given the reactants [Cl:1][C:2]1[CH:7]=[CH:6][CH:5]=[CH:4][C:3]=1[S:8]([C@H:11]1[CH2:15][N:14]([C:16]([C:18]2([C:21]3[C:26]([F:27])=[CH:25][C:24]([Cl:28])=[CH:23][N:22]=3)[CH2:20][CH2:19]2)=[O:17])[C@H:13]([C:29]([OH:31])=O)[CH2:12]1)(=[O:10])=[O:9].[CH:32]1([NH:35][C:36](=[O:45])[C:37](=[O:44])[C@@H:38]([NH2:43])[CH2:39][CH:40]([CH3:42])[CH3:41])[CH2:34][CH2:33]1, predict the reaction product. The product is: [Cl:28][C:24]1[CH:25]=[C:26]([F:27])[C:21]([C:18]2([C:16]([N:14]3[CH2:15][C@H:11]([S:8]([C:3]4[CH:4]=[CH:5][CH:6]=[CH:7][C:2]=4[Cl:1])(=[O:9])=[O:10])[CH2:12][C@H:13]3[C:29]([NH:43][C@@H:38]([CH2:39][CH:40]([CH3:42])[CH3:41])[C:37](=[O:44])[C:36]([NH:35][CH:32]3[CH2:34][CH2:33]3)=[O:45])=[O:31])=[O:17])[CH2:19][CH2:20]2)=[N:22][CH:23]=1. (2) Given the reactants [N+:1]([C:4]1[CH:19]=[CH:18][C:7]([CH2:8][N:9]2[N:13]=[C:12]3[CH:14]=[CH:15][CH:16]=[CH:17][C:11]3=[N:10]2)=[CH:6][CH:5]=1)([O-])=O, predict the reaction product. The product is: [N:10]1[N:9]([CH2:8][C:7]2[CH:18]=[CH:19][C:4]([NH2:1])=[CH:5][CH:6]=2)[N:13]=[C:12]2[CH:14]=[CH:15][CH:16]=[CH:17][C:11]=12. (3) Given the reactants Cl[C:2]1[N:20]=[C:5]2[C:6]([C:10]3[CH:15]=[CH:14][C:13]([S:16]([CH3:19])(=[O:18])=[O:17])=[CH:12][CH:11]=3)=[CH:7][CH:8]=[CH:9][N:4]2[N:3]=1.[CH2:21]([N:23]1[CH:27]=[C:26]([NH2:28])[CH:25]=[N:24]1)[CH3:22].C1(P(C2CCCCC2)C2(P(C3CCCCC3)C3CCCCC3)CC=CC=C2C2C=CC=CC=2)CCCCC1, predict the reaction product. The product is: [CH2:21]([N:23]1[CH:27]=[C:26]([NH:28][C:2]2[N:20]=[C:5]3[C:6]([C:10]4[CH:15]=[CH:14][C:13]([S:16]([CH3:19])(=[O:18])=[O:17])=[CH:12][CH:11]=4)=[CH:7][CH:8]=[CH:9][N:4]3[N:3]=2)[CH:25]=[N:24]1)[CH3:22].